The task is: Predict the reactants needed to synthesize the given product.. This data is from Full USPTO retrosynthesis dataset with 1.9M reactions from patents (1976-2016). Given the product [ClH:27].[CH2:1]=[C:2]([C:4]1[N:5]=[CH:6][C:7]([O:10][C@H:11]2[CH2:26][N:14]3[CH2:15][CH2:16][NH:17][CH2:18][C@@H:13]3[CH2:12]2)=[N:8][CH:9]=1)[CH3:3], predict the reactants needed to synthesize it. The reactants are: [CH2:1]=[C:2]([C:4]1[N:5]=[CH:6][C:7]([O:10][C@H:11]2[CH2:26][N:14]3[CH2:15][CH2:16][N:17](C(OC(C)(C)C)=O)[CH2:18][C@@H:13]3[CH2:12]2)=[N:8][CH:9]=1)[CH3:3].[ClH:27].